From a dataset of Full USPTO retrosynthesis dataset with 1.9M reactions from patents (1976-2016). Predict the reactants needed to synthesize the given product. (1) The reactants are: [CH3:1][N:2]1[C:6]([CH3:7])=[C:5]([C:8]([OH:10])=O)[C:4]([CH3:11])=[N:3]1.S(Cl)(Cl)=O.[NH2:16][C:17]1[CH:18]=[C:19]([CH:32]=[CH:33][CH:34]=1)[C:20]([C:22]1[CH:30]=[C:29]2[C:25]([CH2:26][C:27](=[O:31])[NH:28]2)=[CH:24][CH:23]=1)=[O:21]. Given the product [O:31]=[C:27]1[CH2:26][C:25]2[C:29](=[CH:30][C:22]([C:20]([C:19]3[CH:18]=[C:17]([NH:16][C:8]([C:5]4[C:4]([CH3:11])=[N:3][N:2]([CH3:1])[C:6]=4[CH3:7])=[O:10])[CH:34]=[CH:33][CH:32]=3)=[O:21])=[CH:23][CH:24]=2)[NH:28]1, predict the reactants needed to synthesize it. (2) Given the product [CH3:1][O:2][CH2:3][O:4][C:5]1[CH:10]=[C:9]([O:11][CH2:12][O:13][CH3:14])[C:8]([CH2:15][CH3:16])=[C:7]([CH2:17][CH2:18][O:19][CH2:20][CH:21]2[CH2:22][O:23][C:28]([CH3:30])([CH3:29])[O:24]2)[C:6]=1[Br:25], predict the reactants needed to synthesize it. The reactants are: [CH3:1][O:2][CH2:3][O:4][C:5]1[C:6]([Br:25])=[C:7]([CH2:17][CH2:18][O:19][CH2:20][CH:21]([OH:24])[CH2:22][OH:23])[C:8]([CH2:15][CH3:16])=[C:9]([O:11][CH2:12][O:13][CH3:14])[CH:10]=1.CO[C:28](OC)([CH3:30])[CH3:29].O.C1(C)C=CC(S(O)(=O)=O)=CC=1.